This data is from Full USPTO retrosynthesis dataset with 1.9M reactions from patents (1976-2016). The task is: Predict the reactants needed to synthesize the given product. (1) Given the product [F:48][C:45]1[CH:46]=[CH:47][C:42]([NH:41][C:39](=[O:40])[C:38](=[CH:37][NH:36][C:33]2[CH:32]=[CH:31][C:30]([OH:29])=[CH:35][CH:34]=2)[C:49]2[O:53][N:52]=[C:51]([CH3:54])[CH:50]=2)=[CH:43][CH:44]=1, predict the reactants needed to synthesize it. The reactants are: ClC1C=CC(NC=C(C2ON=C(C)C=2)C(NC2C=CC(F)=CC=2)=O)=CC=1.C([O:29][C:30]1[CH:35]=[CH:34][C:33]([NH:36][CH:37]=[C:38]([C:49]2[O:53][N:52]=[C:51]([CH3:54])[CH:50]=2)[C:39]([NH:41][C:42]2[CH:47]=[CH:46][C:45]([F:48])=[CH:44][CH:43]=2)=[O:40])=[CH:32][CH:31]=1)C.ClC1C=CC(NC(=O)C(=CNC2C=CC=C(F)C=2)C2ON=C(C)C=2)=CC=1. (2) The reactants are: [F:1][C:2]([F:20])([F:19])[C:3]([N:5]1[CH2:11][CH:10]([CH3:12])[C:9]2[CH:13]=[C:14]([I:18])[C:15]([OH:17])=[CH:16][C:8]=2[CH2:7][CH2:6]1)=[O:4].[CH2:21](Br)[CH:22]=[CH2:23].C1CCN2C(=NCCC2)CC1. Given the product [F:20][C:2]([F:19])([F:1])[C:3]([N:5]1[CH2:11][CH:10]([CH3:12])[C:9]2[CH:13]=[C:14]([I:18])[C:15]([O:17][CH2:23][CH:22]=[CH2:21])=[CH:16][C:8]=2[CH2:7][CH2:6]1)=[O:4], predict the reactants needed to synthesize it.